Dataset: Retrosynthesis with 50K atom-mapped reactions and 10 reaction types from USPTO. Task: Predict the reactants needed to synthesize the given product. (1) Given the product CC(C)(C)OC1C[C@@H]2C=C(C=O)C[C@@H]2O1, predict the reactants needed to synthesize it. The reactants are: CC(C)(C)O.O=CC1=C[C@H]2CC(O)O[C@H]2C1. (2) Given the product CCOC(=O)c1ccnc(C(=O)NC2CC2)c1, predict the reactants needed to synthesize it. The reactants are: CCOC(=O)c1ccnc(C(=O)OCC)c1.NC1CC1. (3) Given the product CC(=O)Nc1cc(F)ccc1C(=O)NCCN1CCC(n2c(=O)[nH]c3ccccc32)CC1, predict the reactants needed to synthesize it. The reactants are: CC(=O)OC(C)=O.Nc1cc(F)ccc1C(=O)NCCN1CCC(n2c(=O)[nH]c3ccccc32)CC1. (4) The reactants are: C[C@H]1C=CC2=C[C@@H](C(C)(C)C)C[C@H](O)[C@@H]2[C@@]1(CC[C@@H]1C[C@H](C(C)(C)C)C(O[SiH](C)C)C(=O)O1)O[SiH](C)C.Cc1cccc(C)c1OC(C)C(=O)O. Given the product Cc1cccc(C)c1OC(C)C(=O)O[C@H]1C[C@H](C(C)(C)C)C=C2C=C[C@H](C)[C@](CC[C@@H]3C[C@H](C(C)(C)C)C(O[SiH](C)C)C(=O)O3)(O[SiH](C)C)[C@H]21, predict the reactants needed to synthesize it. (5) The reactants are: COC(=O)c1ccc(CN2C(=O)N(c3ccc(OC(F)(F)F)cc3)CC23CCN(Cc2ccccc2)CC3)cc1. Given the product O=C(O)c1ccc(CN2C(=O)N(c3ccc(OC(F)(F)F)cc3)CC23CCN(Cc2ccccc2)CC3)cc1, predict the reactants needed to synthesize it. (6) Given the product CCCCCOc1ccc(OC(=O)/C=C/c2ccc(OC(=O)OCC)cc2)cc1, predict the reactants needed to synthesize it. The reactants are: CCCCCOc1ccc(O)cc1.CCOC(=O)Oc1ccc(/C=C/C(=O)O)cc1. (7) Given the product COc1ccc2ncc(=O)n(CC(NS(=O)(=O)c3ccccc3[N+](=O)[O-])[C@H]3CC[C@H](NCc4ccc5c(n4)NC(=O)CO5)CC3)c2c1, predict the reactants needed to synthesize it. The reactants are: COc1ccc2ncc(=O)n(CC(NS(=O)(=O)c3ccccc3[N+](=O)[O-])[C@H]3CC[C@H](N)CC3)c2c1.O=Cc1ccc2c(n1)NC(=O)CO2.